This data is from Catalyst prediction with 721,799 reactions and 888 catalyst types from USPTO. The task is: Predict which catalyst facilitates the given reaction. (1) The catalyst class is: 11. Reactant: Cl.[NH2:2][CH2:3][C:4]([O:6][CH2:7][CH3:8])=[O:5].C(N(CC)CC)C.FC(F)(F)S(O[Si:22]([CH3:25])([CH3:24])[CH3:23])(=O)=O. Product: [CH3:23][Si:22]([N:2]([CH2:3][C:4]([O:6][CH2:7][CH3:8])=[O:5])[Si:22]([CH3:25])([CH3:24])[CH3:23])([CH3:25])[CH3:24]. (2) Reactant: [NH:1]1[CH:5]=[CH:4][N:3]=[C:2]1[NH:6][C:7]([C:9]1[C:17]2[NH:16][C:15]([NH2:18])=[N:14][C:13]=2[CH:12]=[CH:11][CH:10]=1)=[O:8].N1([C:24]([N:26]2[CH:30]=[CH:29][N:28]=[CH:27]2)=[O:25])C=CN=C1.C1C2[C:35](=[CH:36][CH:37]=[CH:38]C=2)[CH:34]=[C:33](N)N=1. Product: [NH:3]1[CH:4]=[CH:5][N:1]=[C:2]1[NH:6][C:7]([C:9]1[C:17]2[N:16]=[C:15]([NH:18][C:24]([NH:26][C:27]3[N:28]=[CH:29][C:30]4[C:37]([CH:38]=3)=[CH:36][CH:35]=[CH:34][CH:33]=4)=[O:25])[NH:14][C:13]=2[CH:12]=[CH:11][CH:10]=1)=[O:8]. The catalyst class is: 3. (3) Reactant: [C:1]([O:5][C:6]([NH:8][C@H:9]([C:14]([OH:16])=O)[C:10]([OH:13])([CH3:12])[CH3:11])=[O:7])([CH3:4])([CH3:3])[CH3:2].CO.[CH3:19][NH:20][CH3:21].C(N(C(C)C)C(C)C)C.F[P-](F)(F)(F)(F)F.N1(OC(N(C)C)=[N+](C)C)C2N=CC=CC=2N=N1. Product: [C:1]([O:5][C:6]([NH:8][C@H:9]([C:14]([N:20]([CH3:21])[CH3:19])=[O:16])[C:10]([OH:13])([CH3:12])[CH3:11])=[O:7])([CH3:4])([CH3:3])[CH3:2]. The catalyst class is: 18. (4) Reactant: C(=O)([O-])[O-].[Na+].[Na+].[CH3:7][CH:8]([C:11]1[CH:16]=[CH:15][C:14](B(O)O)=[CH:13][CH:12]=1)[CH2:9][CH3:10].Br[C:21]1[C:22]([NH2:27])=[N:23][CH:24]=[CH:25][CH:26]=1. Product: [CH3:7][CH:8]([C:11]1[CH:16]=[CH:15][C:14]([C:21]2[C:22]([NH2:27])=[N:23][CH:24]=[CH:25][CH:26]=2)=[CH:13][CH:12]=1)[CH2:9][CH3:10]. The catalyst class is: 108. (5) Reactant: [NH2:1][C:2]1[CH:7]=[CH:6][C:5]([Cl:8])=[CH:4][C:3]=1[OH:9].C([O-])([O-])=O.[K+].[K+].[C:16]1([C:26]2[CH:31]=[CH:30][CH:29]=[CH:28][CH:27]=2)[CH:21]=[CH:20][C:19]([C:22](=O)[CH2:23]Br)=[CH:18][CH:17]=1. Product: [C:16]1([C:26]2[CH:27]=[CH:28][CH:29]=[CH:30][CH:31]=2)[CH:17]=[CH:18][C:19]([C:22]2[CH2:23][O:9][C:3]3[CH:4]=[C:5]([Cl:8])[CH:6]=[CH:7][C:2]=3[N:1]=2)=[CH:20][CH:21]=1. The catalyst class is: 10. (6) Reactant: [Cl:1][C:2]1[CH:7]=[C:6]([Cl:8])[CH:5]=[CH:4][C:3]=1[CH:9]1[S:15][CH2:14][C:13](=O)[N:12]([CH2:17][C:18]([O:20][CH3:21])=[O:19])[C:11]2[N:22]([CH3:31])[N:23]=[C:24]([C:25]3[CH:30]=[CH:29][CH:28]=[CH:27][N:26]=3)[C:10]1=2.B.C1COCC1.Cl.[OH-].[Na+]. Product: [Cl:1][C:2]1[CH:7]=[C:6]([Cl:8])[CH:5]=[CH:4][C:3]=1[CH:9]1[S:15][CH2:14][CH2:13][N:12]([CH2:17][C:18]([O:20][CH3:21])=[O:19])[C:11]2[N:22]([CH3:31])[N:23]=[C:24]([C:25]3[CH:30]=[CH:29][CH:28]=[CH:27][N:26]=3)[C:10]1=2. The catalyst class is: 1. (7) Reactant: [Cl:1][C:2]1[C:7]([C:8]2[C:13]([F:14])=[CH:12][C:11]([F:15])=[CH:10][C:9]=2[F:16])=[C:6]([NH:17][CH2:18][C:19]([F:22])([F:21])[F:20])[N:5]2[N:23]=[CH:24][N:25]=[C:4]2[N:3]=1.I[CH3:27].[H-].[Na+]. Product: [Cl:1][C:2]1[N:3]=[C:4]2[N:25]([CH3:27])[CH:24]=[N:23][N:5]2[C:6](=[N:17][CH2:18][C:19]([F:21])([F:20])[F:22])[C:7]=1[C:8]1[C:13]([F:14])=[CH:12][C:11]([F:15])=[CH:10][C:9]=1[F:16]. The catalyst class is: 148.